This data is from NCI-60 drug combinations with 297,098 pairs across 59 cell lines. The task is: Regression. Given two drug SMILES strings and cell line genomic features, predict the synergy score measuring deviation from expected non-interaction effect. (1) Drug 1: C(=O)(N)NO. Drug 2: C1=NC2=C(N=C(N=C2N1C3C(C(C(O3)CO)O)F)Cl)N. Cell line: ACHN. Synergy scores: CSS=17.0, Synergy_ZIP=-7.24, Synergy_Bliss=-0.224, Synergy_Loewe=-8.98, Synergy_HSA=0.979. (2) Drug 1: C1CCC(CC1)NC(=O)N(CCCl)N=O. Drug 2: CCCCCOC(=O)NC1=NC(=O)N(C=C1F)C2C(C(C(O2)C)O)O. Cell line: MCF7. Synergy scores: CSS=11.9, Synergy_ZIP=-2.12, Synergy_Bliss=2.52, Synergy_Loewe=0.916, Synergy_HSA=1.17.